This data is from Reaction yield outcomes from USPTO patents with 853,638 reactions. The task is: Predict the reaction yield, written as a fraction of the theoretical maximum amount of product (1.0 means a 100% yield; for example, 0.34 means a 34% yield). (1) The reactants are [OH:1][C:2]1([C:5]([OH:7])=O)[CH2:4][CH2:3]1.CN(C(ON1N=NC2C=CC=CC1=2)=[N+](C)C)C.F[P-](F)(F)(F)(F)F.Cl.[N:33]1([C:39]([N:41]2[CH2:46][CH2:45][CH:44]([C:47]3[CH:48]=[C:49]4[C:54](=[CH:55][CH:56]=3)[CH:53]=[C:52]([C:57]#[N:58])[CH:51]=[CH:50]4)[CH2:43][CH2:42]2)=[O:40])[CH2:38][CH2:37][NH:36][CH2:35][CH2:34]1.CCN(C(C)C)C(C)C. The catalyst is CN(C=O)C.CCOC(C)=O. The product is [OH:1][C:2]1([C:5]([N:36]2[CH2:37][CH2:38][N:33]([C:39]([N:41]3[CH2:46][CH2:45][CH:44]([C:47]4[CH:48]=[C:49]5[C:54](=[CH:55][CH:56]=4)[CH:53]=[C:52]([C:57]#[N:58])[CH:51]=[CH:50]5)[CH2:43][CH2:42]3)=[O:40])[CH2:34][CH2:35]2)=[O:7])[CH2:4][CH2:3]1. The yield is 0.140. (2) The reactants are [CH3:1][C:2]1([CH3:22])[CH:6]([C:7]2[CH:12]=[CH:11][C:10]([CH3:13])=[CH:9][CH:8]=2)[C:5]2[C:14]([CH3:21])=[C:15]([NH2:20])[C:16]([CH3:19])=[C:17]([CH3:18])[C:4]=2[O:3]1.[CH3:23][O:24][C:25]1[CH:33]=[CH:32][C:28]([C:29](Cl)=[O:30])=[CH:27][CH:26]=1. The catalyst is C(OCC)(=O)C.CCCCCC. The product is [CH3:23][O:24][C:25]1[CH:33]=[CH:32][C:28]([C:29]([NH:20][C:15]2[C:16]([CH3:19])=[C:17]([CH3:18])[C:4]3[O:3][C:2]([CH3:22])([CH3:1])[CH:6]([C:7]4[CH:8]=[CH:9][C:10]([CH3:13])=[CH:11][CH:12]=4)[C:5]=3[C:14]=2[CH3:21])=[O:30])=[CH:27][CH:26]=1. The yield is 0.860. (3) The reactants are C(OC(=O)[NH:7][C@H:8]([CH2:34][C:35]1[CH:40]=[C:39]([F:41])[C:38]([F:42])=[CH:37][C:36]=1[F:43])[CH2:9][C:10]([N:12]1[CH2:17][CH2:16][N:15]2[C:18]([C:30]([F:33])([F:32])[F:31])=[N:19][C:20]([C:21]([N:23]3[CH2:27][CH2:26][CH2:25][C@@H:24]3[CH2:28][OH:29])=[O:22])=[C:14]2[CH2:13]1)=[O:11])(C)(C)C.[ClH:45]. The catalyst is C(OCC)(=O)C. The product is [ClH:45].[NH2:7][C@H:8]([CH2:34][C:35]1[CH:40]=[C:39]([F:41])[C:38]([F:42])=[CH:37][C:36]=1[F:43])[CH2:9][C:10]([N:12]1[CH2:17][CH2:16][N:15]2[C:18]([C:30]([F:33])([F:32])[F:31])=[N:19][C:20]([C:21]([N:23]3[CH2:27][CH2:26][CH2:25][C@@H:24]3[CH2:28][OH:29])=[O:22])=[C:14]2[CH2:13]1)=[O:11]. The yield is 0.880. (4) The reactants are [SH:1][C:2]1[S:3][C:4]2[CH2:14][CH2:13][C:12]3[C:7](=[CH:8][CH:9]=[CH:10][C:11]=3[O:15][CH2:16][CH2:17][C:18]([O:20]CC)=[O:19])[C:5]=2[N:6]=1.[Br-].[C:24]1([CH2:30][C:31]2[CH:36]=[CH:35][CH:34]=[CH:33][CH:32]=2)[CH:29]=[CH:28][CH:27]=[CH:26][CH:25]=1. No catalyst specified. The product is [C:24]1([CH:30]([C:31]2[CH:32]=[CH:33][CH:34]=[CH:35][CH:36]=2)[S:1][C:2]2[S:3][C:4]3[CH2:14][CH2:13][C:12]4[C:7](=[CH:8][CH:9]=[CH:10][C:11]=4[O:15][CH2:16][CH2:17][C:18]([OH:20])=[O:19])[C:5]=3[N:6]=2)[CH:29]=[CH:28][CH:27]=[CH:26][CH:25]=1. The yield is 0.390. (5) The reactants are [OH:1][C@@H:2]([CH3:8])[C:3]([O:5][CH2:6][CH3:7])=[O:4].N1C=CN=C1.[Si:14](Cl)([C:17]([CH3:20])([CH3:19])[CH3:18])([CH3:16])[CH3:15]. The catalyst is C(Cl)Cl.O. The product is [Si:14]([O:1][C@@H:2]([CH3:8])[C:3]([O:5][CH2:6][CH3:7])=[O:4])([C:17]([CH3:20])([CH3:19])[CH3:18])([CH3:16])[CH3:15]. The yield is 1.00. (6) The product is [C:10]1([C:7]2[N:8]=[CH:9][C:4]([NH2:1])=[CH:5][CH:6]=2)[CH:11]=[CH:12][CH:13]=[CH:14][CH:15]=1. The catalyst is C1COCC1.O.[Zn]. The reactants are [N+:1]([C:4]1[CH:5]=[CH:6][C:7]([C:10]2[CH:15]=[CH:14][CH:13]=[CH:12][CH:11]=2)=[N:8][CH:9]=1)([O-])=O.[Cl-].[NH4+].CO. The yield is 0.820.